From a dataset of TCR-epitope binding with 47,182 pairs between 192 epitopes and 23,139 TCRs. Binary Classification. Given a T-cell receptor sequence (or CDR3 region) and an epitope sequence, predict whether binding occurs between them. (1) The epitope is TLIGDCATV. The TCR CDR3 sequence is CASSPGGSGELFF. Result: 1 (the TCR binds to the epitope). (2) The epitope is FLRGRAYGL. The TCR CDR3 sequence is CASSPTRQGANEQFF. Result: 0 (the TCR does not bind to the epitope). (3) Result: 0 (the TCR does not bind to the epitope). The epitope is LLDFVRFMGV. The TCR CDR3 sequence is CASSSFGPGNQPQHF. (4) The epitope is ELAGIGILTV. The TCR CDR3 sequence is CASSPSRDREFLYIQYF. Result: 0 (the TCR does not bind to the epitope). (5) The TCR CDR3 sequence is CASSVEGGSSYNEQFF. Result: 0 (the TCR does not bind to the epitope). The epitope is NLSALGIFST.